This data is from Reaction yield outcomes from USPTO patents with 853,638 reactions. The task is: Predict the reaction yield, written as a fraction of the theoretical maximum amount of product (1.0 means a 100% yield; for example, 0.34 means a 34% yield). The reactants are [N:1]1([C:7]2[C:8]3[S:28][C:27]([CH2:29][N:30]4[CH2:35][CH2:34][N:33]([C:36]([CH3:41])([CH3:40])[C:37]([NH2:39])=[O:38])[CH2:32][CH2:31]4)=[CH:26][C:9]=3[N:10]=[C:11]([Sn](CCCC)(CCCC)CCCC)[N:12]=2)[CH2:6][CH2:5][O:4][CH2:3][CH2:2]1.C1(S([N:51]2[C:59]3[CH:58]=[CH:57][N:56]=[C:55](Br)[C:54]=3[CH:53]=[CH:52]2)(=O)=O)C=CC=CC=1. The catalyst is O1CCOCC1.C1C=CC([P]([Pd]([P](C2C=CC=CC=2)(C2C=CC=CC=2)C2C=CC=CC=2)([P](C2C=CC=CC=2)(C2C=CC=CC=2)C2C=CC=CC=2)[P](C2C=CC=CC=2)(C2C=CC=CC=2)C2C=CC=CC=2)(C2C=CC=CC=2)C2C=CC=CC=2)=CC=1.[Cu]I. The product is [CH3:40][C:36]([N:33]1[CH2:32][CH2:31][N:30]([CH2:29][C:27]2[S:28][C:8]3[C:7]([N:1]4[CH2:2][CH2:3][O:4][CH2:5][CH2:6]4)=[N:12][C:11]([C:55]4[C:54]5[CH:53]=[CH:52][NH:51][C:59]=5[CH:58]=[CH:57][N:56]=4)=[N:10][C:9]=3[CH:26]=2)[CH2:35][CH2:34]1)([CH3:41])[C:37]([NH2:39])=[O:38]. The yield is 0.240.